From a dataset of NCI-60 drug combinations with 297,098 pairs across 59 cell lines. Regression. Given two drug SMILES strings and cell line genomic features, predict the synergy score measuring deviation from expected non-interaction effect. Drug 1: COC1=C(C=C2C(=C1)N=CN=C2NC3=CC(=C(C=C3)F)Cl)OCCCN4CCOCC4. Drug 2: CN(CCCl)CCCl.Cl. Cell line: MOLT-4. Synergy scores: CSS=24.2, Synergy_ZIP=-3.74, Synergy_Bliss=-3.42, Synergy_Loewe=-10.9, Synergy_HSA=-2.85.